This data is from Forward reaction prediction with 1.9M reactions from USPTO patents (1976-2016). The task is: Predict the product of the given reaction. (1) Given the reactants [OH:1][C:2]1[CH:9]=[C:8]([OH:10])[CH:7]=[CH:6][C:3]=1[CH:4]=[O:5].C(=O)([O-])[O-].[K+].[K+].[CH2:17](Br)[C:18]1[CH:23]=[CH:22][CH:21]=[CH:20][CH:19]=1, predict the reaction product. The product is: [CH2:17]([O:10][C:8]1[CH:7]=[CH:6][C:3]([CH:4]=[O:5])=[C:2]([OH:1])[CH:9]=1)[C:18]1[CH:23]=[CH:22][CH:21]=[CH:20][CH:19]=1. (2) Given the reactants [CH3:1][N:2]([C:11]1[CH:16]=[CH:15][C:14]([N+:17]([O-])=O)=[CH:13][CH:12]=1)[C@H:3]1[CH2:7][CH2:6][N:5]([C:8](=[O:10])[CH3:9])[CH2:4]1.[Cl-].[NH4+], predict the reaction product. The product is: [NH2:17][C:14]1[CH:13]=[CH:12][C:11]([N:2]([CH3:1])[C@H:3]2[CH2:7][CH2:6][N:5]([C:8](=[O:10])[CH3:9])[CH2:4]2)=[CH:16][CH:15]=1.